This data is from Ames mutagenicity test results for genotoxicity prediction. The task is: Regression/Classification. Given a drug SMILES string, predict its toxicity properties. Task type varies by dataset: regression for continuous values (e.g., LD50, hERG inhibition percentage) or binary classification for toxic/non-toxic outcomes (e.g., AMES mutagenicity, cardiotoxicity, hepatotoxicity). Dataset: ames. (1) The molecule is O=C1OCC(Br)=C1Br. The result is 1 (mutagenic). (2) The result is 0 (non-mutagenic). The drug is O=P(O)(O)Oc1c(Br)cc(Br)cc1-c1cc(Br)cc(Br)c1O. (3) The drug is Fc1cnc2ccc3ccccc3c2c1. The result is 1 (mutagenic). (4) The compound is Nc1ccc2cc(S(=O)(=O)O)cc(O)c2c1N=Nc1ccc(-c2ccc(N=Nc3c(N)ccc4cc(S(=O)(=O)O)cc(O)c34)cc2)cc1. The result is 1 (mutagenic). (5) The compound is COCC12OOC1(C)c1ccccc1O2. The result is 1 (mutagenic).